From a dataset of Forward reaction prediction with 1.9M reactions from USPTO patents (1976-2016). Predict the product of the given reaction. (1) Given the reactants [Br:1][C:2]1[CH:3]=[CH:4][C:5](F)=[C:6]([CH:9]=1)[C:7]#[N:8].[NH2:11][C:12]1[CH:22]=[CH:21][C:15]([C:16]([O:18][CH2:19][CH3:20])=[O:17])=[CH:14][CH:13]=1.CC([O-])(C)C.[K+].CS(C)=O, predict the reaction product. The product is: [Br:1][C:2]1[CH:3]=[CH:4][C:5]([NH:11][C:12]2[CH:13]=[CH:14][C:15]([C:16]([O:18][CH2:19][CH3:20])=[O:17])=[CH:21][CH:22]=2)=[C:6]([C:7]#[N:8])[CH:9]=1. (2) Given the reactants CN(C)C=O.[Br:6][C:7]1[CH:11]=[C:10]([C:12](=[O:15])[CH2:13]Br)[S:9][C:8]=1[NH:16][C:17](=[O:20])[O:18][CH3:19].[N-:21]=[N+:22]=[N-:23].[Na+], predict the reaction product. The product is: [N:21]([CH2:13][C:12]([C:10]1[S:9][C:8]([NH:16][C:17](=[O:20])[O:18][CH3:19])=[C:7]([Br:6])[CH:11]=1)=[O:15])=[N+:22]=[N-:23]. (3) Given the reactants C(N(CC)CC)C.[CH:8]1([NH:11][CH2:12][C:13]2[CH:14]=[C:15]([C:19]3[CH:20]=[CH:21][C:22]4[O:26][N:25]=[C:24]([NH:27][CH2:28][C:29]([CH3:32])([CH3:31])[CH3:30])[C:23]=4[CH:33]=3)[CH:16]=[CH:17][CH:18]=2)[CH2:10][CH2:9]1.[C:34](Cl)(=[O:41])[C:35]1[CH:40]=[CH:39][CH:38]=[CH:37][CH:36]=1, predict the reaction product. The product is: [CH:8]1([N:11]([CH2:12][C:13]2[CH:18]=[CH:17][CH:16]=[C:15]([C:19]3[CH:20]=[CH:21][C:22]4[O:26][N:25]=[C:24]([NH:27][CH2:28][C:29]([CH3:30])([CH3:32])[CH3:31])[C:23]=4[CH:33]=3)[CH:14]=2)[C:34](=[O:41])[C:35]2[CH:40]=[CH:39][CH:38]=[CH:37][CH:36]=2)[CH2:10][CH2:9]1.